From a dataset of NCI-60 drug combinations with 297,098 pairs across 59 cell lines. Regression. Given two drug SMILES strings and cell line genomic features, predict the synergy score measuring deviation from expected non-interaction effect. Drug 1: COC1=C(C=C2C(=C1)N=CN=C2NC3=CC(=C(C=C3)F)Cl)OCCCN4CCOCC4. Drug 2: CN1C2=C(C=C(C=C2)N(CCCl)CCCl)N=C1CCCC(=O)O.Cl. Cell line: A549. Synergy scores: CSS=25.9, Synergy_ZIP=1.61, Synergy_Bliss=1.64, Synergy_Loewe=-13.1, Synergy_HSA=1.21.